From a dataset of Full USPTO retrosynthesis dataset with 1.9M reactions from patents (1976-2016). Predict the reactants needed to synthesize the given product. Given the product [Cl:24][C:19]1[CH:20]=[CH:21][CH:22]=[CH:23][C:18]=1[C:7]1[N:6]=[C:5]2[O:4][C:3]([C:25](=[O:30])[C:26]([OH:29])([CH3:27])[CH3:28])=[C:2]([NH:1][C:31](=[O:33])[CH3:32])[C:10]2=[CH:9][C:8]=1[C:11]1[CH:16]=[CH:15][C:14]([Cl:17])=[CH:13][CH:12]=1, predict the reactants needed to synthesize it. The reactants are: [NH2:1][C:2]1[C:10]2[C:5](=[N:6][C:7]([C:18]3[CH:23]=[CH:22][CH:21]=[CH:20][C:19]=3[Cl:24])=[C:8]([C:11]3[CH:16]=[CH:15][C:14]([Cl:17])=[CH:13][CH:12]=3)[CH:9]=2)[O:4][C:3]=1[C:25](=[O:30])[C:26]([OH:29])([CH3:28])[CH3:27].[C:31](OC(=O)C)(=[O:33])[CH3:32].